This data is from HIV replication inhibition screening data with 41,000+ compounds from the AIDS Antiviral Screen. The task is: Binary Classification. Given a drug SMILES string, predict its activity (active/inactive) in a high-throughput screening assay against a specified biological target. (1) The molecule is CC(=O)Oc1ccc(-c2nnc(-c3ccc(OC(C)=O)cc3)nn2)cc1. The result is 0 (inactive). (2) The molecule is COc1ccc(C=C(C#N)c2ccc([N+](=O)[O-])cc2)cc1[N+](=O)[O-]. The result is 0 (inactive). (3) The compound is OC(CN(Cc1nc2ccccc2[nH]1)Cc1nc2ccccc2[nH]1)CN(Cc1nc2ccccc2[nH]1)Cc1nc2ccccc2[nH]1. The result is 0 (inactive). (4) The drug is CC(C)[Si](CC1=CCCCC12C(=O)N(COCC[Si](C)(C)C)c1ccccc12)(C(C)C)C(C)C. The result is 0 (inactive). (5) The result is 0 (inactive). The compound is O=C1c2ccccc2C(=O)N1CCN(CCN1C(=O)c2ccccc2C1=O)Cn1cccn1.